Dataset: Catalyst prediction with 721,799 reactions and 888 catalyst types from USPTO. Task: Predict which catalyst facilitates the given reaction. (1) Reactant: [CH2:1]([O:3][CH:4]([O:7][CH2:8][CH3:9])[CH2:5]Cl)[CH3:2].[C:10]([O-:18])(=[O:17])[C:11]1[CH:16]=[CH:15][CH:14]=[CH:13][CH:12]=1.[K+].[Br-].[K+].CN(C=O)C. Product: [CH2:1]([O:3][CH:4]([O:7][CH2:8][CH3:9])[CH2:5][O:18][C:10](=[O:17])[C:11]1[CH:16]=[CH:15][CH:14]=[CH:13][CH:12]=1)[CH3:2]. The catalyst class is: 84. (2) Reactant: [OH:1][C@@H:2]1[CH2:6][N:5]([C:7]([O:9][C:10]([CH3:13])([CH3:12])[CH3:11])=[O:8])[C@@H:4]([CH:14]([CH3:16])[CH3:15])[CH2:3]1.C(N(CC)CC)C.[CH3:24][S:25](OCl)(=[O:27])=[O:26]. Product: [CH3:15][CH:14]([C@H:4]1[CH2:3][C@H:2]([O:1][S:25]([CH3:24])(=[O:27])=[O:26])[CH2:6][N:5]1[C:7]([O:9][C:10]([CH3:11])([CH3:13])[CH3:12])=[O:8])[CH3:16]. The catalyst class is: 2. (3) Reactant: I[C:2]1[C:10]2[C:5](=[N:6][CH:7]=[N:8][C:9]=2[NH2:11])[N:4]([CH:12]([C:14]2[CH:15]=[C:16]3[N:21]([C:22]=2[C:23]2[CH:28]=[CH:27][CH:26]=[CH:25][N:24]=2)[CH:20]=[CH:19][CH:18]=[CH:17]3)[CH3:13])[N:3]=1.[F:29][C:30]1[CH:31]=[C:32](B(O)O)[CH:33]=[CH:34][C:35]=1[OH:36].CCO.C([O-])([O-])=O.[Na+].[Na+]. Product: [NH2:11][C:9]1[N:8]=[CH:7][N:6]=[C:5]2[N:4]([CH:12]([C:14]3[CH:15]=[C:16]4[N:21]([C:22]=3[C:23]3[CH:28]=[CH:27][CH:26]=[CH:25][N:24]=3)[CH:20]=[CH:19][CH:18]=[CH:17]4)[CH3:13])[N:3]=[C:2]([C:32]3[CH:33]=[CH:34][C:35]([OH:36])=[C:30]([F:29])[CH:31]=3)[C:10]=12. The catalyst class is: 104.